This data is from Experimentally validated miRNA-target interactions with 360,000+ pairs, plus equal number of negative samples. The task is: Binary Classification. Given a miRNA mature sequence and a target amino acid sequence, predict their likelihood of interaction. (1) The miRNA is hsa-miR-3185 with sequence AGAAGAAGGCGGUCGGUCUGCGG. The protein sequence of the target gene is MHCGPPDMVCETKIVAAEDHEALPGAKKDALLAAAGAMWPPLPAAPGPAAAPPAPPPAPVAQPHGGAGGAGPPGGRGVCIREFRAAEQEAARRIFYDGIMERIPNTAFRGLRQHPRAQLLYALLAALCFAVSRSLLLTCLVPAALLGLRYYYSRKVIRAYLECALHTDMADIEQYYMKPPGSCFWVAVLDGNVVGIVAARAHEEDNTVELLRMSVDSRFRGKGIAKALGRKVLEFAVVHNYSAVVLGTTAVKVAAHKLYESLGFRHMGASDHYVLPGMTLSLAERLFFQVRYHRYRLQLR.... Result: 1 (interaction). (2) The miRNA is hsa-miR-6720-5p with sequence UUCCAGCCCUGGUAGGCGCCGCG. The protein sequence of the target gene is MEKSKNFRIDALLAVDPPRAASAQSAPLALVTSLAAAASGTGGGGGGGGASGGTSGSCSPASSEPPAAPADRLRAESPSPPRLLAAHCALLPKPGFLGAGGGGGGTGGGHGGPHHHAHPGAAAAAAAAAAAAAAGGLALGLHPGGAQGGAGLPAQAALYGHPVYGYSAAAAAAALAGQHPALSYSYPQVQGAHPAHPADPIKLGAGTFQLDQWLRASTAGMILPKMPDFNSQAQSNLLGKCRRPRTAFTSQQLLELEHQFKLNKYLSRPKRFEVATSLMLTETQVKIWFQNRRMKWKRSK.... Result: 1 (interaction). (3) Result: 1 (interaction). The miRNA is hsa-miR-6873-3p with sequence UUCUCUCUGUCUUUCUCUCUCAG. The protein sequence of the target gene is MVWKRLGALVMFPLQMIYLVVKAAVGLVLPAKLRDLSRENVLITGGGRGIGRQLAREFAERGARKIVLWGRTEKCLKETTEEIRQMGTECHYFICDVGNREEVYQTAKAVREKVGDITILVNNAAVVHGKSLMDSDDDALLKSQHINTLGQFWTTKAFLPRMLELQNGHIVCLNSVLALSAIPGAIDYCTSKASAFAFMESLTLGLLDCPGVSATTVLPFHTSTEMFQGMRVRFPNLFPPLKPETVARRTVEAVQLNQALLLLPWTMHALVILKSILPQAALEEIHKFSGTYTCMNTFKG.... (4) The miRNA is hsa-miR-4789-3p with sequence CACACAUAGCAGGUGUAUAUA. The protein sequence of the target gene is MQRRGAGLGWPRQQQQQPPPLAVGPRAAAMVPSGGVPQGLGGRSACALLLLCYLNVVPSLGRQTSLTTSVIPKAEQSVAYKDFIYFTVFEGNVRNVSEVSVEYLCSQPCVVNLEAVVSSEFRSSIPVYKKRWKNEKHLHTSRTQIVHVKFPSIMVYRDDYFIRHSISVSAVIVRAWITHKYSGRDWNVKWEENLLHAVAKNYTLLQTIPPFERPFKDHQVCLEWNMGYIWNLRANRIPQCPLENDVVALLGFPYASSGENTGIVKKFPRFRNRELEATRRQRMDYPVFTVSLWLYLLHYC.... Result: 1 (interaction).